Dataset: Peptide-MHC class I binding affinity with 185,985 pairs from IEDB/IMGT. Task: Regression. Given a peptide amino acid sequence and an MHC pseudo amino acid sequence, predict their binding affinity value. This is MHC class I binding data. (1) The peptide sequence is LVRGNSPVF. The MHC is HLA-A68:02 with pseudo-sequence HLA-A68:02. The binding affinity (normalized) is 0.0847. (2) The peptide sequence is FLLNKEMYLK. The MHC is HLA-A03:01 with pseudo-sequence HLA-A03:01. The binding affinity (normalized) is 0.622. (3) The peptide sequence is RKLTNPANK. The MHC is HLA-B15:17 with pseudo-sequence HLA-B15:17. The binding affinity (normalized) is 0.0847. (4) The peptide sequence is LPPVVAKEI. The MHC is HLA-A24:02 with pseudo-sequence HLA-A24:02. The binding affinity (normalized) is 0.